Dataset: Full USPTO retrosynthesis dataset with 1.9M reactions from patents (1976-2016). Task: Predict the reactants needed to synthesize the given product. Given the product [C:1]([O:5][C:6]([N:8]1[CH2:9][CH2:10][N:11]([C:14]2[C:19]([C:20]([F:23])([F:21])[F:22])=[CH:18][C:17]([CH2:24][OH:25])=[CH:16][N:15]=2)[CH2:12][CH2:13]1)=[O:7])([CH3:4])([CH3:2])[CH3:3], predict the reactants needed to synthesize it. The reactants are: [C:1]([O:5][C:6]([N:8]1[CH2:13][CH2:12][N:11]([C:14]2[C:19]([C:20]([F:23])([F:22])[F:21])=[CH:18][C:17]([CH:24]=[O:25])=[CH:16][N:15]=2)[CH2:10][CH2:9]1)=[O:7])([CH3:4])([CH3:3])[CH3:2].[BH4-].[Na+].